From a dataset of Forward reaction prediction with 1.9M reactions from USPTO patents (1976-2016). Predict the product of the given reaction. (1) Given the reactants [Br:1][C:2]1[C:3]([CH:10]=O)=[N:4][C:5]([S:8][CH3:9])=[N:6][CH:7]=1.[CH3:12][C:13]([S@@:16]([NH2:18])=[O:17])([CH3:15])[CH3:14], predict the reaction product. The product is: [Br:1][C:2]1[C:3]([CH:10]=[N:18][S@:16]([C:13]([CH3:15])([CH3:14])[CH3:12])=[O:17])=[N:4][C:5]([S:8][CH3:9])=[N:6][CH:7]=1. (2) Given the reactants [N+:1]([C:4]1[CH:13]=[CH:12][CH:11]=[C:10]2[C:5]=1[CH:6]=[CH:7]O[C:9]2=[O:14])([O-:3])=[O:2].[NH2:15][C@H:16]([CH3:19])[CH2:17][OH:18].CO.C(Cl)Cl.CN(C)C=O.[C:30](Cl)(=[O:32])[CH3:31].C(N(CC)C(C)C)(C)C.C(NC(C)C)(C)C, predict the reaction product. The product is: [C:30]([O:18][CH2:17][C@H:16]([N:15]1[CH:7]=[CH:6][C:5]2[C:10](=[CH:11][CH:12]=[CH:13][C:4]=2[N+:1]([O-:3])=[O:2])[C:9]1=[O:14])[CH3:19])(=[O:32])[CH3:31]. (3) Given the reactants [F:1][C:2]([F:7])([F:6])[C:3]([OH:5])=[O:4].C([N:27]1[CH:31]=[C:30]([CH:32]=[CH:33][CH2:34][CH2:35][CH2:36][C:37]([OH:39])=[O:38])[N:29]=[CH:28]1)(C1C=CC=CC=1)(C1C=CC=CC=1)C1C=CC=CC=1, predict the reaction product. The product is: [F:1][C:2]([F:7])([F:6])[C:3]([OH:5])=[O:4].[NH:27]1[CH:31]=[C:30]([CH:32]=[CH:33][CH2:34][CH2:35][CH2:36][C:37]([OH:39])=[O:38])[N:29]=[CH:28]1. (4) Given the reactants [O:1]1[C:5]2[CH:6]=[CH:7][C:8]([CH2:10][CH:11]3[C:16](=O)[NH:15][CH2:14][CH2:13][N:12]3[C:18]([O:20][C:21]([CH3:24])([CH3:23])[CH3:22])=[O:19])=[CH:9][C:4]=2[O:3][CH2:2]1.[H-].[Al+3].[Li+].[H-].[H-].[H-].[OH-].[K+], predict the reaction product. The product is: [O:1]1[C:5]2[CH:6]=[CH:7][C:8]([CH2:10][CH:11]3[CH2:16][NH:15][CH2:14][CH2:13][N:12]3[C:18]([O:20][C:21]([CH3:24])([CH3:23])[CH3:22])=[O:19])=[CH:9][C:4]=2[O:3][CH2:2]1.